Dataset: Peptide-MHC class I binding affinity with 185,985 pairs from IEDB/IMGT. Task: Regression. Given a peptide amino acid sequence and an MHC pseudo amino acid sequence, predict their binding affinity value. This is MHC class I binding data. (1) The peptide sequence is RALIKTLPRASYSSH. The MHC is HLA-A02:02 with pseudo-sequence HLA-A02:02. The binding affinity (normalized) is 0. (2) The peptide sequence is HIMPNSFRV. The MHC is HLA-B35:01 with pseudo-sequence HLA-B35:01. The binding affinity (normalized) is 0.410. (3) The peptide sequence is HPTSRRELL. The MHC is HLA-B40:01 with pseudo-sequence HLA-B40:01. The binding affinity (normalized) is 0.0847. (4) The MHC is HLA-A29:02 with pseudo-sequence HLA-A29:02. The binding affinity (normalized) is 0. The peptide sequence is VGIPSHRHI. (5) The peptide sequence is KFYGPFVDR. The MHC is HLA-A68:01 with pseudo-sequence HLA-A68:01. The binding affinity (normalized) is 0.239. (6) The peptide sequence is IPMVTQMAM. The MHC is HLA-B53:01 with pseudo-sequence HLA-B53:01. The binding affinity (normalized) is 0.775. (7) The peptide sequence is ISELSRLRY. The MHC is HLA-A31:01 with pseudo-sequence HLA-A31:01. The binding affinity (normalized) is 0.206. (8) The peptide sequence is RQRHYFDSA. The MHC is HLA-A69:01 with pseudo-sequence HLA-A69:01. The binding affinity (normalized) is 0.0847. (9) The peptide sequence is TQLVDMSMTY. The MHC is HLA-A33:01 with pseudo-sequence HLA-A33:01. The binding affinity (normalized) is 0.0927. (10) The peptide sequence is ILHLILWIL. The MHC is HLA-A02:01 with pseudo-sequence HLA-A02:01. The binding affinity (normalized) is 0.196.